The task is: Predict the reactants needed to synthesize the given product.. This data is from Full USPTO retrosynthesis dataset with 1.9M reactions from patents (1976-2016). (1) Given the product [NH:8]1[CH2:12][CH2:11][CH:10]([N:13]2[C:17]3=[C:18]4[CH:24]=[CH:23][NH:22][C:19]4=[N:20][CH:21]=[C:16]3[CH:15]=[CH:14]2)[CH2:9]1, predict the reactants needed to synthesize it. The reactants are: C([N:8]1[CH2:12][CH2:11][CH:10]([N:13]2[C:17]3=[C:18]4[CH:24]=[CH:23][NH:22][C:19]4=[N:20][CH:21]=[C:16]3[CH:15]=[CH:14]2)[CH2:9]1)C1C=CC=CC=1.CO.C([O-])=O.[NH4+]. (2) Given the product [NH2:25][C:23]1[CH:22]=[CH:21][C:3]([O:4][C:5]2[CH:10]=[CH:9][N:8]=[C:7]([NH:11][C:12]([N:28]3[CH2:33][CH2:32][O:31][CH2:30][CH2:29]3)=[O:14])[CH:6]=2)=[C:2]([Cl:1])[CH:24]=1, predict the reactants needed to synthesize it. The reactants are: [Cl:1][C:2]1[CH:24]=[C:23]([N+:25]([O-])=O)[CH:22]=[CH:21][C:3]=1[O:4][C:5]1[CH:10]=[CH:9][N:8]=[C:7]([NH:11][C:12]([O:14]C2C=CC=CC=2)=O)[CH:6]=1.[NH:28]1[CH2:33][CH2:32][O:31][CH2:30][CH2:29]1. (3) Given the product [CH2:1]([O:3][C:4]([C@@H:6]1[N:10]([CH3:11])[C:9](=[O:12])[CH2:8][C@@H:7]1[C:13]1[CH:14]=[CH:15][C:16]([N+:24]([O-:26])=[O:25])=[CH:17][CH:18]=1)=[O:5])[CH3:2], predict the reactants needed to synthesize it. The reactants are: [CH2:1]([O:3][C:4]([C@@H:6]1[N:10]([CH3:11])[C:9](=[O:12])[CH2:8][C@@H:7]1[C:13]1[CH:18]=[CH:17][CH:16]=[CH:15][CH:14]=1)=[O:5])[CH3:2].S(=O)(=O)(O)O.[N+:24]([O-])([O-:26])=[O:25].[K+].